This data is from hERG Central: cardiac toxicity at 1µM, 10µM, and general inhibition. The task is: Predict hERG channel inhibition at various concentrations. (1) The drug is C=CCc1cccc(/C=N/NC(=O)c2ccccc2Br)c1O. Results: hERG_inhib (hERG inhibition (general)): blocker. (2) The molecule is O=C(C[n+]1cc2ccccc2c2ccccc21)c1ccccc1.[Br-]. Results: hERG_inhib (hERG inhibition (general)): blocker. (3) The drug is CSc1ccc(CN2CCC(CO)(CCOc3ccccc3)CC2)cc1. Results: hERG_inhib (hERG inhibition (general)): blocker. (4) The drug is O=C(CSc1nc2ncc(Br)cc2[nH]1)c1ccc([N+](=O)[O-])cc1. Results: hERG_inhib (hERG inhibition (general)): blocker. (5) The molecule is CCCN1CCC(NC(=O)c2cccc(Oc3ccccc3)c2)CC1. Results: hERG_inhib (hERG inhibition (general)): blocker. (6) The drug is O=C(NCCNC1CCC(c2ccccc2)CC1)c1ccc(F)cc1. Results: hERG_inhib (hERG inhibition (general)): blocker. (7) The molecule is Cc1cccc(N2CCN(CC(O)COc3ccccc3Cl)CC2)c1. Results: hERG_inhib (hERG inhibition (general)): blocker. (8) The compound is COc1ccccc1CN1CCN(C(c2ccccc2)c2ccccc2)CC1.O=C(O)C(=O)O. Results: hERG_inhib (hERG inhibition (general)): blocker.